Dataset: Reaction yield outcomes from USPTO patents with 853,638 reactions. Task: Predict the reaction yield, written as a fraction of the theoretical maximum amount of product (1.0 means a 100% yield; for example, 0.34 means a 34% yield). (1) The reactants are [CH2:1]([O:8][C:9](=[O:22])[NH:10][CH2:11][CH2:12][CH2:13][CH2:14][C:15]1[CH:20]=[CH:19][C:18]([OH:21])=[CH:17][CH:16]=1)[C:2]1[CH:7]=[CH:6][CH:5]=[CH:4][CH:3]=1.Br[CH2:24][CH2:25][CH2:26][C:27]#[N:28].C(=O)([O-])[O-].[K+].[K+]. The catalyst is CN(C=O)C. The product is [CH2:1]([O:8][C:9](=[O:22])[NH:10][CH2:11][CH2:12][CH2:13][CH2:14][C:15]1[CH:20]=[CH:19][C:18]([O:21][CH2:24][CH2:25][CH2:26][C:27]#[N:28])=[CH:17][CH:16]=1)[C:2]1[CH:7]=[CH:6][CH:5]=[CH:4][CH:3]=1. The yield is 0.750. (2) The reactants are C(OC([NH:8][C@H:9]([C:11]([NH:13][CH:14]1[N:20]=[C:19]([C:21]2[CH:26]=[CH:25][CH:24]=[CH:23][N:22]=2)[C:18]2[CH:27]=[CH:28][CH:29]=[CH:30][C:17]=2[N:16]([CH2:31][C:32](=[O:37])[C:33]([CH3:36])([CH3:35])[CH3:34])[C:15]1=[O:38])=[O:12])[CH3:10])=O)(C)(C)C.C(O)(C(F)(F)F)=O. No catalyst specified. The product is [NH2:8][C@H:9]([C:11]([NH:13][CH:14]1[N:20]=[C:19]([C:21]2[CH:26]=[CH:25][CH:24]=[CH:23][N:22]=2)[C:18]2[CH:27]=[CH:28][CH:29]=[CH:30][C:17]=2[N:16]([CH2:31][C:32](=[O:37])[C:33]([CH3:35])([CH3:34])[CH3:36])[C:15]1=[O:38])=[O:12])[CH3:10]. The yield is 0.930.